Dataset: hERG Central: cardiac toxicity at 1µM, 10µM, and general inhibition. Task: Predict hERG channel inhibition at various concentrations. (1) Results: hERG_inhib (hERG inhibition (general)): blocker. The compound is O=C(CNCc1cccs1)Nc1cc(S(=O)(=O)N2CCCC2)ccc1Cl. (2) The compound is CCn1nc(C)c(CN2CCC(n3nccc3NC(=O)CCCc3ccccc3)CC2)c1C. Results: hERG_inhib (hERG inhibition (general)): blocker. (3) The drug is O=c1[nH]nc(Cc2ccc([N+](=O)[O-])cc2)c2ccccc12. Results: hERG_inhib (hERG inhibition (general)): blocker. (4) The molecule is CCc1ccc(OCC(=O)N(CC)CC)cc1. Results: hERG_inhib (hERG inhibition (general)): blocker. (5) The compound is O=c1[nH]c(CN2CCN(C/C=C/c3ccccc3)CC2)nc2cc(Cl)ccc12. Results: hERG_inhib (hERG inhibition (general)): blocker. (6) The compound is COc1cc2c(c(OC)c1OC)-c1c(cc(OC)c(OC)c1OC)C[C@@H](C)[C@@H](C)C2. Results: hERG_inhib (hERG inhibition (general)): blocker. (7) The drug is Cc1ccc(OCCN2CCN(c3nc(NCc4ccco4)c4ccccc4n3)CC2)cc1. Results: hERG_inhib (hERG inhibition (general)): blocker. (8) The molecule is O=C(CN1CCN(CC(=O)Nc2ccccc2Cl)CC1)Nc1ccc2c(c1)OCCO2. Results: hERG_inhib (hERG inhibition (general)): blocker.